Dataset: Catalyst prediction with 721,799 reactions and 888 catalyst types from USPTO. Task: Predict which catalyst facilitates the given reaction. Reactant: [OH:1][C:2]1[CH:11]=[CH:10][C:5]([C:6]([O:8][CH3:9])=[O:7])=[CH:4][CH:3]=1.[CH2:12](Cl)[CH:13]=[CH2:14].C(=O)([O-])[O-].[K+].[K+].O. Product: [CH2:14]([O:1][C:2]1[CH:3]=[CH:4][C:5]([C:6]([O:8][CH3:9])=[O:7])=[CH:10][CH:11]=1)[CH:13]=[CH2:12]. The catalyst class is: 9.